Dataset: NCI-60 drug combinations with 297,098 pairs across 59 cell lines. Task: Regression. Given two drug SMILES strings and cell line genomic features, predict the synergy score measuring deviation from expected non-interaction effect. (1) Drug 1: CCC1(CC2CC(C3=C(CCN(C2)C1)C4=CC=CC=C4N3)(C5=C(C=C6C(=C5)C78CCN9C7C(C=CC9)(C(C(C8N6C=O)(C(=O)OC)O)OC(=O)C)CC)OC)C(=O)OC)O.OS(=O)(=O)O. Drug 2: C1=NC2=C(N=C(N=C2N1C3C(C(C(O3)CO)O)F)Cl)N. Cell line: BT-549. Synergy scores: CSS=19.3, Synergy_ZIP=-5.55, Synergy_Bliss=1.89, Synergy_Loewe=-14.5, Synergy_HSA=-1.75. (2) Drug 1: CN(C)C1=NC(=NC(=N1)N(C)C)N(C)C. Drug 2: CN(CCCl)CCCl.Cl. Cell line: UO-31. Synergy scores: CSS=-1.83, Synergy_ZIP=-0.459, Synergy_Bliss=-1.53, Synergy_Loewe=-8.66, Synergy_HSA=-3.18. (3) Drug 1: C1CN1C2=NC(=NC(=N2)N3CC3)N4CC4. Drug 2: CC1C(C(CC(O1)OC2CC(CC3=C2C(=C4C(=C3O)C(=O)C5=CC=CC=C5C4=O)O)(C(=O)C)O)N)O. Cell line: SNB-19. Synergy scores: CSS=51.8, Synergy_ZIP=-9.54, Synergy_Bliss=-3.80, Synergy_Loewe=0.940, Synergy_HSA=2.75. (4) Drug 1: CC1=CC=C(C=C1)C2=CC(=NN2C3=CC=C(C=C3)S(=O)(=O)N)C(F)(F)F. Drug 2: CC1=C(C(CCC1)(C)C)C=CC(=CC=CC(=CC(=O)O)C)C. Cell line: MOLT-4. Synergy scores: CSS=17.9, Synergy_ZIP=-3.54, Synergy_Bliss=-6.82, Synergy_Loewe=-5.76, Synergy_HSA=-4.73. (5) Drug 1: CC1=C(C=C(C=C1)NC2=NC=CC(=N2)N(C)C3=CC4=NN(C(=C4C=C3)C)C)S(=O)(=O)N.Cl. Drug 2: C1C(C(OC1N2C=NC(=NC2=O)N)CO)O. Cell line: BT-549. Synergy scores: CSS=15.8, Synergy_ZIP=-0.420, Synergy_Bliss=3.86, Synergy_Loewe=-12.7, Synergy_HSA=1.48.